This data is from NCI-60 drug combinations with 297,098 pairs across 59 cell lines. The task is: Regression. Given two drug SMILES strings and cell line genomic features, predict the synergy score measuring deviation from expected non-interaction effect. (1) Drug 1: CC1=C2C(C(=O)C3(C(CC4C(C3C(C(C2(C)C)(CC1OC(=O)C(C(C5=CC=CC=C5)NC(=O)C6=CC=CC=C6)O)O)OC(=O)C7=CC=CC=C7)(CO4)OC(=O)C)O)C)OC(=O)C. Drug 2: C1=CC=C(C(=C1)C(C2=CC=C(C=C2)Cl)C(Cl)Cl)Cl. Cell line: RXF 393. Synergy scores: CSS=1.18, Synergy_ZIP=-1.23, Synergy_Bliss=-4.22, Synergy_Loewe=0.264, Synergy_HSA=-3.80. (2) Drug 1: C1C(C(OC1N2C=C(C(=O)NC2=O)F)CO)O. Cell line: SNB-19. Drug 2: COC1=C2C(=CC3=C1OC=C3)C=CC(=O)O2. Synergy scores: CSS=22.9, Synergy_ZIP=-6.62, Synergy_Bliss=0.921, Synergy_Loewe=-65.1, Synergy_HSA=-0.219. (3) Drug 1: C1=NC2=C(N1)C(=S)N=C(N2)N. Drug 2: C1=CN(C=N1)CC(O)(P(=O)(O)O)P(=O)(O)O. Cell line: SN12C. Synergy scores: CSS=20.7, Synergy_ZIP=-5.49, Synergy_Bliss=-3.42, Synergy_Loewe=-9.38, Synergy_HSA=-3.50.